From a dataset of Full USPTO retrosynthesis dataset with 1.9M reactions from patents (1976-2016). Predict the reactants needed to synthesize the given product. (1) Given the product [C:23]([C:27]1[N:28]=[C:29]([N:36]2[CH2:40][CH2:39][C:38]([F:41])([F:42])[CH2:37]2)[C:30]2[C:31](=[N:33][N:34]([CH2:44][C:45]3([CH3:49])[CH2:48][O:47][CH2:46]3)[N:35]=2)[N:32]=1)([CH3:26])([CH3:24])[CH3:25], predict the reactants needed to synthesize it. The reactants are: C(C1N=C(N2CCC(F)(F)C2)C2C(=NN(CC)N=2)N=1)(C)(C)C.[C:23]([C:27]1[N:28]=[C:29]([N:36]2[CH2:40][CH2:39][C:38]([F:42])([F:41])[CH2:37]2)[C:30]2[N:35]=[N:34][NH:33][C:31]=2[N:32]=1)([CH3:26])([CH3:25])[CH3:24].I[CH2:44][C:45]1([CH3:49])[CH2:48][O:47][CH2:46]1. (2) Given the product [O:15]=[C:14]1[O:13][CH2:12][N:11]([C:16]([O:18][CH2:19][C:20]2[CH:25]=[CH:24][CH:23]=[CH:22][CH:21]=2)=[O:17])[C@H:10]1[CH2:9][C:7](=[O:8])[CH3:3], predict the reactants needed to synthesize it. The reactants are: [Li+].[Br-].[CH3:3][Mg]Cl.Cl[C:7]([CH2:9][C@H:10]1[C:14](=[O:15])[O:13][CH2:12][N:11]1[C:16]([O:18][CH2:19][C:20]1[CH:25]=[CH:24][CH:23]=[CH:22][CH:21]=1)=[O:17])=[O:8].[NH4+].[Cl-]. (3) Given the product [Br:31][C:2]1[CH:3]=[C:4]([CH:8]2[CH2:17][C:16](=[O:18])[C:15]3[C:10](=[CH:11][CH:12]=[C:13]([OH:19])[CH:14]=3)[O:9]2)[CH:5]=[CH:6][CH:7]=1, predict the reactants needed to synthesize it. The reactants are: F[C:2]1[CH:3]=[C:4]([CH:8]2[CH2:17][C:16](=[O:18])[C:15]3[C:10](=[CH:11][CH:12]=[C:13]([OH:19])[CH:14]=3)[O:9]2)[CH:5]=[CH:6][CH:7]=1.OC1C=CC(O)=CC=1C(=O)C.[Br:31]C1C=C(C=CC=1)C=O. (4) Given the product [CH2:20]([O:19][P:18]([CH2:17][C:16]1[CH:26]=[CH:27][C:13]([NH:12][C:4]2[N:3]=[C:2]([NH:33][C:32]3[CH:34]=[CH:35][CH:36]=[CH:37][C:31]=3[C:30]([OH:39])=[O:38])[C:7]([C:8]([F:11])([F:10])[F:9])=[CH:6][N:5]=2)=[C:14]([O:28][CH3:29])[CH:15]=1)([O:22][CH2:23][CH3:24])=[O:25])[CH3:21], predict the reactants needed to synthesize it. The reactants are: Cl[C:2]1[C:7]([C:8]([F:11])([F:10])[F:9])=[CH:6][N:5]=[C:4]([NH:12][C:13]2[CH:27]=[CH:26][C:16]([CH2:17][P:18](=[O:25])([O:22][CH2:23][CH3:24])[O:19][CH2:20][CH3:21])=[CH:15][C:14]=2[O:28][CH3:29])[N:3]=1.[C:30]([OH:39])(=[O:38])[C:31]1[C:32](=[CH:34][CH:35]=[CH:36][CH:37]=1)[NH2:33]. (5) The reactants are: N(C(OCC)=O)=NC(OCC)=O.[Cl:13][C:14]1[C:23]2[C:18](=[CH:19][C:20]([O:25][CH3:26])=[C:21]([OH:24])[CH:22]=2)[N:17]=[CH:16][N:15]=1.[CH3:27][N:28]1[CH2:32][CH2:31][CH:30](O)[CH2:29]1.C1(P(C2C=CC=CC=2)C2C=CC=CC=2)C=CC=CC=1. Given the product [Cl:13][C:14]1[C:23]2[C:18](=[CH:19][C:20]([O:25][CH3:26])=[C:21]([O:24][CH:30]3[CH2:31][CH2:32][N:28]([CH3:27])[CH2:29]3)[CH:22]=2)[N:17]=[CH:16][N:15]=1, predict the reactants needed to synthesize it. (6) Given the product [F:15][C:13]1([F:16])[CH2:14][CH:12]1[CH2:11][N:10]1[C:5]2[C:6](=[N:7][C:2]([C:22]3[CH:23]=[C:24]([CH:29]=[CH:30][C:21]=3[CH3:20])[C:25]([O:27][CH3:28])=[O:26])=[CH:3][CH:4]=2)[N:8]([CH3:19])[S:9]1(=[O:18])=[O:17], predict the reactants needed to synthesize it. The reactants are: Cl[C:2]1[N:7]=[C:6]2[N:8]([CH3:19])[S:9](=[O:18])(=[O:17])[N:10]([CH2:11][CH:12]3[CH2:14][C:13]3([F:16])[F:15])[C:5]2=[CH:4][CH:3]=1.[CH3:20][C:21]1[CH:30]=[CH:29][C:24]([C:25]([O:27][CH3:28])=[O:26])=[CH:23][C:22]=1B1OC(C)(C)C(C)(C)O1.P([O-])([O-])([O-])=O.[K+].[K+].[K+].COC1C=CC=C(OC)C=1C1C=CC=CC=1P(C1CCCCC1)C1CCCCC1. (7) Given the product [CH3:59][O:60][C:61](=[O:83])[CH:62]=[CH:63][C@H:64]([NH:82][C:13](=[O:15])[CH2:12][CH2:11][CH2:10][CH2:9][CH2:8][CH2:7][C:1]1[CH:2]=[CH:3][CH:4]=[CH:5][CH:6]=1)[CH2:65][C:66]1[C:74]2[C:69](=[CH:70][CH:71]=[CH:72][CH:73]=2)[N:68]([CH2:75][C:76]2[CH:77]=[CH:78][CH:79]=[CH:80][CH:81]=2)[CH:67]=1, predict the reactants needed to synthesize it. The reactants are: [C:1]1([CH2:7][CH2:8][CH2:9][CH2:10][CH2:11][CH2:12][C:13]([OH:15])=O)[CH:6]=[CH:5][CH:4]=[CH:3][CH:2]=1.F[P-](F)(F)(F)(F)F.N1(O[P+](N(C)C)(N(C)C)N(C)C)C2C=CC=CC=2N=N1.CCN(C(C)C)C(C)C.FC(F)(F)C(O)=O.[CH3:59][O:60][C:61](=[O:83])[CH:62]=[CH:63][CH:64]([NH2:82])[CH2:65][C:66]1[C:74]2[C:69](=[CH:70][CH:71]=[CH:72][CH:73]=2)[N:68]([CH2:75][C:76]2[CH:81]=[CH:80][CH:79]=[CH:78][CH:77]=2)[CH:67]=1. (8) Given the product [CH3:1][O:2][C:3]1[CH:4]=[C:5]2[CH:11]=[C:10]([C:12]([O:14][CH3:20])=[O:13])[NH:9][C:6]2=[CH:7][N:8]=1, predict the reactants needed to synthesize it. The reactants are: [CH3:1][O:2][C:3]1[CH:4]=[C:5]2[CH:11]=[C:10]([C:12]([OH:14])=[O:13])[NH:9][C:6]2=[CH:7][N:8]=1.S(=O)(=O)(O)O.[CH3:20]O. (9) Given the product [F:18][C:15]([F:16])([F:17])[C:11]1[CH:10]=[C:9]([O:8][C:7]2[CH:19]=[CH:20][C:4]([NH2:1])=[CH:5][CH:6]=2)[CH:14]=[CH:13][N:12]=1, predict the reactants needed to synthesize it. The reactants are: [N+:1]([C:4]1[CH:20]=[CH:19][C:7]([O:8][C:9]2[CH:14]=[CH:13][N:12]=[C:11]([C:15]([F:18])([F:17])[F:16])[CH:10]=2)=[CH:6][CH:5]=1)([O-])=O.